Predict the product of the given reaction. From a dataset of Forward reaction prediction with 1.9M reactions from USPTO patents (1976-2016). (1) Given the reactants [Br:1][C:2]1[CH:3]=[N:4][C:5]([CH2:8][C:9]([O:11][CH2:12][CH3:13])=[O:10])=[N:6][CH:7]=1.[Li+].[CH3:15]C([N-]C(C)C)C.IC.O, predict the reaction product. The product is: [Br:1][C:2]1[CH:7]=[N:6][C:5]([CH:8]([CH3:15])[C:9]([O:11][CH2:12][CH3:13])=[O:10])=[N:4][CH:3]=1. (2) Given the reactants [Br:1][C:2]1[CH:7]=[CH:6][C:5]([NH2:8])=[C:4]([C:9]([CH3:12])([CH3:11])[CH3:10])[CH:3]=1.[H-].[Na+].Br[CH2:16][CH2:17][CH2:18][CH2:19]Br, predict the reaction product. The product is: [Br:1][C:2]1[CH:7]=[CH:6][C:5]([N:8]2[CH2:19][CH2:18][CH2:17][CH2:16]2)=[C:4]([C:9]([CH3:12])([CH3:11])[CH3:10])[CH:3]=1. (3) Given the reactants [CH3:1][O:2][CH:3]([O:23][CH3:24])[C:4]1[N:13]=[C:12]2[C:7]([CH2:8][CH2:9][CH2:10][N:11]2[C:14]([O:16]C2C=CC=CC=2)=O)=[CH:6][CH:5]=1.[Cl:25][C:26]1[C:27]([O:33][CH:34]2[CH2:38][CH2:37][O:36][CH2:35]2)=[N:28][C:29]([NH2:32])=[N:30][CH:31]=1.[Li+].C[Si]([N-][Si](C)(C)C)(C)C, predict the reaction product. The product is: [Cl:25][C:26]1[C:27]([O:33][CH:34]2[CH2:38][CH2:37][O:36][CH2:35]2)=[N:28][C:29]([NH:32][C:14]([N:11]2[C:12]3[C:7](=[CH:6][CH:5]=[C:4]([CH:3]([O:2][CH3:1])[O:23][CH3:24])[N:13]=3)[CH2:8][CH2:9][CH2:10]2)=[O:16])=[N:30][CH:31]=1.